Task: Predict which catalyst facilitates the given reaction.. Dataset: Catalyst prediction with 721,799 reactions and 888 catalyst types from USPTO Product: [I:26][C:13]1[C:14]([C:21]([O:23][CH2:24][CH3:25])=[O:22])=[C:15]2[C:16](=[O:17])[NH:8][CH:9]([CH3:27])[CH2:10][N:11]2[N:12]=1. The catalyst class is: 12. Reactant: C(OC([NH:8][CH:9]([CH3:27])[CH2:10][N:11]1[C:15]([C:16](OCC)=[O:17])=[C:14]([C:21]([O:23][CH2:24][CH3:25])=[O:22])[C:13]([I:26])=[N:12]1)=O)(C)(C)C.Cl.